From a dataset of Peptide-MHC class II binding affinity with 134,281 pairs from IEDB. Regression. Given a peptide amino acid sequence and an MHC pseudo amino acid sequence, predict their binding affinity value. This is MHC class II binding data. (1) The peptide sequence is SWKLEKASLIEVKTC. The MHC is DRB1_1101 with pseudo-sequence DRB1_1101. The binding affinity (normalized) is 0.0981. (2) The peptide sequence is AASGAATVAAGGYKV. The MHC is DRB1_1602 with pseudo-sequence DRB1_1602. The binding affinity (normalized) is 0.0779. (3) The MHC is DRB1_0101 with pseudo-sequence DRB1_0101. The binding affinity (normalized) is 0.570. The peptide sequence is MKAGAHPIMHYTKFE.